This data is from Full USPTO retrosynthesis dataset with 1.9M reactions from patents (1976-2016). The task is: Predict the reactants needed to synthesize the given product. (1) Given the product [CH2:36]([O:39][C:40](=[O:60])[NH:41][C:42]1[CH:47]=[CH:46][C:45]([F:48])=[C:44]([C:49]2[N:64]=[C:63]([C:62]([CH3:67])([CH3:66])[CH3:61])[S:65][C:50]=2[C:51]2[CH:56]=[CH:55][N:54]=[C:53]([Cl:57])[N:52]=2)[C:43]=1[F:59])[CH:37]=[CH2:38], predict the reactants needed to synthesize it. The reactants are: ClC1N=C(C2SC(N3CCCC3)=NC=2C2C=C(NS(C3C(F)=CC=CC=3F)(=O)=O)C=CC=2)C=CN=1.[CH2:36]([O:39][C:40](=[O:60])[NH:41][C:42]1[CH:47]=[CH:46][C:45]([F:48])=[C:44]([C:49](=O)[CH2:50][C:51]2[CH:56]=[CH:55][N:54]=[C:53]([Cl:57])[N:52]=2)[C:43]=1[F:59])[CH:37]=[CH2:38].[CH3:61][C:62]([CH3:67])([CH3:66])[C:63](=[S:65])[NH2:64]. (2) Given the product [C:34]([S:38][C:18]1[CH:19]=[C:20]2[C:15](=[CH:16][C:17]=1[O:22][CH3:23])[N:14]=[CH:13][N:12]=[C:11]2[NH:10][C:8]1[CH:7]=[CH:6][C:5]2[S:1][CH:2]=[N:3][C:4]=2[CH:9]=1)([CH3:29])([CH3:25])[CH3:33], predict the reactants needed to synthesize it. The reactants are: [S:1]1[C:5]2[CH:6]=[CH:7][C:8]([NH:10][C:11]3[C:20]4[C:15](=[CH:16][C:17]([O:22][CH3:23])=[C:18](I)[CH:19]=4)[N:14]=[CH:13][N:12]=3)=[CH:9][C:4]=2[N:3]=[CH:2]1.Cl[C:25]1[C:34]2[C:29](=CC(OC)=C(I)[CH:33]=2)N=CN=1.[S:38]1C2C=CC(N)=CC=2N=C1. (3) Given the product [CH3:24][O:21][C:20]([C@@H:4]1[CH2:3][C@@H:2]([OH:1])[CH2:6][N:5]1[S:7]([C:10]1[CH:19]=[CH:18][C:17]2[C:12](=[CH:13][CH:14]=[CH:15][CH:16]=2)[CH:11]=1)(=[O:8])=[O:9])=[O:22], predict the reactants needed to synthesize it. The reactants are: [OH:1][C@H:2]1[CH2:6][N:5]([S:7]([C:10]2[CH:19]=[CH:18][C:17]3[C:12](=[CH:13][CH:14]=[CH:15][CH:16]=3)[CH:11]=2)(=[O:9])=[O:8])[C@H:4]([C:20]([OH:22])=[O:21])[CH2:3]1.Cl.[CH3:24]O. (4) Given the product [OH:34][C:31]1[CH:30]=[CH:29][C:28]([C:8]([C:5]2[CH:4]=[CH:3][C:2]([OH:1])=[CH:7][CH:6]=2)=[C:9]([C:13]2[CH:18]=[CH:17][C:16]([O:19][CH2:20][CH2:21][CH2:22][C:23]([OH:25])=[O:24])=[CH:15][CH:14]=2)[CH2:10][CH2:11][CH3:12])=[CH:33][CH:32]=1, predict the reactants needed to synthesize it. The reactants are: [OH:1][C:2]1[CH:7]=[CH:6][C:5]([C:8]([C:28]2[CH:33]=[CH:32][C:31]([OH:34])=[CH:30][CH:29]=2)=[C:9]([C:13]2[CH:18]=[CH:17][C:16]([O:19][CH2:20][CH2:21][CH2:22][C:23]([O:25]CC)=[O:24])=[CH:15][CH:14]=2)[CH2:10][CH2:11][CH3:12])=[CH:4][CH:3]=1.[OH-].[Na+].CCO. (5) The reactants are: [C:1](OC(=O)C)(=O)[CH3:2].C[O:9][C:10]1[CH:15]=[CH:14][C:13]([C:16]2[N:21]=[C:20](O)[CH:19]=[N:18][C:17]=2[CH3:23])=[C:12](C)[CH:11]=1.B(Br)(Br)Br.OC1C=CC(B(O)O)=CC=1.BrC1N2C=CN=C2C=CC=1.FC(F)(F)C(O)=O. Given the product [N:18]1[CH:19]=[CH:20][N:21]2[C:16]([C:13]3[CH:12]=[CH:11][C:10]([OH:9])=[CH:15][CH:14]=3)=[CH:2][CH:1]=[CH:23][C:17]=12, predict the reactants needed to synthesize it. (6) Given the product [CH3:20][C:21]1[C:22]([N:28]2[CH2:29][CH2:30][N:31]([C:12]([C:11]3[CH:16]=[CH:17][C:8]([CH2:7][N:3]4[CH2:4][CH2:5][CH2:6][S:2]4(=[O:1])=[O:19])=[CH:9][C:10]=3[F:18])=[O:14])[CH2:32][CH2:33]2)=[N:23][CH:24]=[C:25]([CH3:27])[CH:26]=1, predict the reactants needed to synthesize it. The reactants are: [O:1]=[S:2]1(=[O:19])[CH2:6][CH2:5][CH2:4][N:3]1[CH2:7][C:8]1[CH:17]=[CH:16][C:11]([C:12]([O:14]C)=O)=[C:10]([F:18])[CH:9]=1.[CH3:20][C:21]1[C:22]([N:28]2[CH2:33][CH2:32][NH:31][CH2:30][CH2:29]2)=[N:23][CH:24]=[C:25]([CH3:27])[CH:26]=1.